From a dataset of Experimentally validated miRNA-target interactions with 360,000+ pairs, plus equal number of negative samples. Binary Classification. Given a miRNA mature sequence and a target amino acid sequence, predict their likelihood of interaction. (1) The miRNA is rno-miR-221-3p with sequence AGCUACAUUGUCUGCUGGGUUUC. The protein sequence of the target gene is MSNPGDVRPVPHRSKVCRCLFGPVDSEQLRRDCDALMAGCLQEARERWNFDFVTETPLEGNFVWERVRSLGLPKVYLSPGSRSRDDLGGDKRPSTSSALLQGPAPEDHVALSLSCTLVSERPEDSPGGPGTSQGRKRRQTSLTDFYHSKRRLVFCKRKP. Result: 0 (no interaction). (2) The miRNA is mmu-miR-323-5p with sequence AGGUGGUCCGUGGCGCGUUCGC. The protein sequence of the target gene is MRLIRNIYIFCSIVMTAEGDAPELPEERELMTNCSNMSLRKVPADLTPATTTLDLSYNLLFQLQSSDFHSVSKLRVLILCHNRIQQLDLKTFEFNKELRYLDLSNNRLKSVTWYLLAGLRYLDLSFNDFDTMPICEEAGNMSHLEILGLSGAKIQKSDFQKIAHLHLNTVFLGFRTLPHYEEGSLPILNTTKLHIVLPMDTNFWVLLRDGIKTSKILEMTNIDGKSQFVSYEMQRNLSLENAKTSVLLLNKVDLLWDDLFLILQFVWHTSVEHFQIRNVTFGGKAYLDHNSFDYSNTVMR.... Result: 0 (no interaction). (3) The miRNA is hsa-miR-191-5p with sequence CAACGGAAUCCCAAAAGCAGCUG. The protein sequence of the target gene is MVWKRLGALVMFPLQMIYLVVKAAVGLVLPAKLRDLSRENVLITGGGRGIGRQLAREFAERGARKIVLWGRTEKCLKETTEEIRQMGTECHYFICDVGNREEVYQTAKAVREKVGDITILVNNAAVVHGKSLMDSDDDALLKSQHINTLGQFWTTKAFLPRMLELQNGHIVCLNSVLALSAIPGAIDYCTSKASAFAFMESLTLGLLDCPGVSATTVLPFHTSTEMFQGMRVRFPNLFPPLKPETVARRTVEAVQLNQALLLLPWTMHALVILKSILPQAALEEIHKFSGTYTCMNTFKG.... Result: 0 (no interaction). (4) The miRNA is hsa-miR-142-3p with sequence UGUAGUGUUUCCUACUUUAUGGA. The protein sequence of the target gene is MRGSHRAAPALRPRGRLWPVLAVLAAAAAAGCAQAAMDECTDEGGRPQRCMPEFVNAAFNVTVVATNTCGTPPEEYCVQTGVTGVTKSCHLCDAGQPHLQHGAAFLTDYNNQADTTWWQSQTMLAGVQYPSSINLTLHLGKAFDITYVRLKFHTSRPESFAIYKRTREDGPWIPYQYYSGSCENTYSKANRGFIRTGGDEQQALCTDEFSDISPLTGGNVAFSTLEGRPSAYNFDNSPVLQEWVTATDIRVTLNRLNTFGDEVFNDPKVLKSYYYAISDFAVGGRCKCNGHASECMKNEF.... Result: 1 (interaction). (5) The miRNA is hsa-miR-490-5p with sequence CCAUGGAUCUCCAGGUGGGU. The protein sequence of the target gene is MAGFKRGYDGKIAGLYDLDKTLGRGHFAVVKLARHVFTGEKVAVKVIDKTKLDTLATGHLFQEVRCMKLVQHPNIVRLYEVIDTQTKLYLILELGDGGDMFDYIMKHEEGLNEDLAKKYFAQIVHAISYCHKLHVVHRDLKPENVVFFEKQGLVKLTDFGFSNKFQPGKKLTTSCGSLAYSAPEILLGDEYDAPAVDIWSLGVILFMLVCGQPPFQEANDSETLTMIMDCKYTVPSHVSKECKDLITRMLQRDPKRRASLEEIENHPWLQGVDPSPATKYNIPLVSYKNLSEEEHNSIIQ.... Result: 0 (no interaction). (6) The miRNA is mmu-miR-804 with sequence UGUGAGUUGUUCCUCACCUGGA. The protein sequence of the target gene is MASQPPPPPKPWESRRIPGAGPGPGSGPGPTYQSADLGPTLLTRPGQPTLTRVPPPILPRPSQQTGSNNVNTFRPAYSSFSSGYGAYGNSFYGSYSPYSYGYNGLGFNRLRVDDLPPSRFVQQAEESSRGAFQSIESIVHAFASVSMMMDATFSAVYNSFRAVLDVANHFSRLKIHFTKVFSAFALVRTIRYLYRRLQWMMGLRRGSENEDLWAESEGTVACLSAEDQATNSAKSWPIFLFFAVILGGPYLIWKLLSTHNDEVTDNTNWASGEDDHVVARAEYDFVAVSDEEISFRAGDM.... Result: 1 (interaction). (7) The miRNA is mmu-miR-675-3p with sequence CUGUAUGCCCUAACCGCUCAGU. The protein sequence of the target gene is MRHVQAELSPSSEPEAGPSQPPVRQGTLQGGLLMGYSPAGGATSPGVYQVSIFSPSAGASEPPRALKRPAPPTEGPRELKRGPGLGAREGLPPEEPSTVGLLSPEGLGLGLGVASQHFSHHGLCVVEHGGNTTSPWTSGTQSTPWLSSNASFNTLHTRDWAFPDQGGQGCLGETPGPAPSGQLHTLDTDLHNLAQIGGKSPVARVGNGSNPWPRESHGTANGHSPEHTPPGPGPPGPCPTKRRLLPAGETLDVSSEDEGPAPRRRRGTLGCPLAANSSDAKATPFWSHLLPGPKEPVLDP.... Result: 1 (interaction). (8) The miRNA is hsa-miR-577 with sequence UAGAUAAAAUAUUGGUACCUG. The protein sequence of the target gene is MTASPDYLVVLFGITAGATGAKLGSDEKELILLFWKVVDLANKKVGQLHEVLVRPDQLELTEDCKEETKIDVESLSSASQLDQALRQFNQSVSNELNIGVGTSFCLCTDGQLHVRQILHPEASKKNVLLPECFYSFFDLRKEFKKCCPGSPDIDKLDVATMTEYLNFEKSSSVSRYGASQVEDMGNIILAMISEPYNHRFSDPERVNYKFESGTCSKMELIDDNTVVRARGLPWQSSDQDIARFFKGLNIAKGGAALCLNAQGRRNGEALVRFVSEEHRDLALQRHKHHMGTRYIEVYKA.... Result: 0 (no interaction). (9) The protein sequence of the target gene is MTQSVVVQVGQCGNQIGCCFWDLALREHAAVNQKGIYDDAISSFFRNVDTRAVGDGGSISKGRISSLKARAVLIDMEEGVVNEILQGPLRDVFDSKQLITDISGSGNNWAVGHKVFGCLYREQILEKLRKSAEQCDCLQCFFIIHSMGGGTGSGLGTFLLKVLEDEFPEVYRFVTAVYPSSEDDVITSPYNSMLAMKELNEHADCVLPIDNQSLFDIISKIDLVVNSGKLGSAVKPKSLITSNMGAVKKHHKKPFDAMNNIVANLLLSLTSSARFEGSLNMDLNEISMNLVPFPKLHYLV.... The miRNA is hsa-miR-3129-3p with sequence AAACUAAUCUCUACACUGCUGC. Result: 0 (no interaction). (10) The miRNA is hsa-miR-3679-3p with sequence CUUCCCCCCAGUAAUCUUCAUC. The protein sequence of the target gene is MGALTFRDVAIEFSLEEWQCLDTEQQNLYRNVMLDNYRNLVFLGIAVSKPDLITCLEQEKEPWNLKTHDMVAKPPVICSHIAQDLWPEQGIKDYFQEVILRQYKKCRHENLLLRKGCKNVDEFKMHKKGYNRHNQCLTTSHSKIFQCDKYVKVFHKFSNSNRHKIRHTSKKPFKCKECGKLFCILSHLAQHKKIHTGEKSYKCEEYGKAFNESSNCTTHKRITEKKPYKCKECGKAFNWFSHFTTHKRIHTGEKPYQCEKCGKFFNQSTNLTTHKRIHTGEKPYKCEECGKAFNQSSNLT.... Result: 0 (no interaction).